The task is: Predict the reactants needed to synthesize the given product.. This data is from Full USPTO retrosynthesis dataset with 1.9M reactions from patents (1976-2016). (1) Given the product [O:21]1[C:17]2([C@@H:13]([NH:12][C:10](=[O:11])[CH2:9][NH:8][C:6](=[O:7])[C:5]3[CH:29]=[CH:30][CH:31]=[C:3]([C:2]([F:32])([F:33])[F:1])[CH:4]=3)[CH2:14][NH:15][CH2:16]2)[CH2:18][CH2:19][CH2:20]1, predict the reactants needed to synthesize it. The reactants are: [F:1][C:2]([F:33])([F:32])[C:3]1[CH:4]=[C:5]([CH:29]=[CH:30][CH:31]=1)[C:6]([NH:8][CH2:9][C:10]([NH:12][C@@H:13]1[C:17]2([O:21][CH2:20][CH2:19][CH2:18]2)[CH2:16][N:15](C(OC(C)(C)C)=O)[CH2:14]1)=[O:11])=[O:7].Cl.O1CCOCC1. (2) Given the product [CH2:2]=[C:3]1[CH2:23][CH2:24][CH:25]([C:28]([O:30][CH2:31][CH3:32])=[O:29])[CH2:5][CH2:4]1, predict the reactants needed to synthesize it. The reactants are: [Li+].[CH3:2][CH2:3][CH2:4][CH2-:5].C(NC(C)C)(C)C.[Li+].CC([N-]C(C)C)C.O=C1CC[CH:25]([C:28]([O:30][CH2:31][CH3:32])=[O:29])[CH2:24][CH2:23]1. (3) Given the product [CH3:18][S:17][C:7]1[NH:8][C:9]2[C:14]([C:15](=[O:16])[C:6]=1[C:4]([OH:5])=[O:3])=[CH:13][CH:12]=[CH:11][CH:10]=2, predict the reactants needed to synthesize it. The reactants are: C([O:3][C:4]([C:6]1[C:7]([S:17][CH3:18])=[N:8][C:9]2[C:14]([C:15]=1[OH:16])=[CH:13][CH:12]=[CH:11][CH:10]=2)=[O:5])C.Cl. (4) Given the product [F:26][C:25]([F:27])([F:28])[C:24]([F:29])([C:5]1[CH:6]=[CH:7][C:2]([NH2:1])=[CH:3][CH:4]=1)[C:23]([F:31])([F:32])[C:22]([F:34])([F:33])[F:21], predict the reactants needed to synthesize it. The reactants are: [NH2:1][C:2]1[CH:7]=[CH:6][CH:5]=[CH:4][CH:3]=1.S(S([O-])=O)([O-])=O.[Na+].[Na+].C(=O)([O-])O.[Na+].[F:21][C:22]([F:34])([F:33])[C:23]([F:32])([F:31])[C:24](I)([F:29])[C:25]([F:28])([F:27])[F:26].